Dataset: Full USPTO retrosynthesis dataset with 1.9M reactions from patents (1976-2016). Task: Predict the reactants needed to synthesize the given product. (1) Given the product [CH3:27][O:28][C:29](=[O:38])[C:30]1[CH:35]=[CH:34][CH:33]=[C:32]([O:36][CH:22]([CH3:23])[C:21]([N:18]2[CH2:19][CH2:20][N:15]([C:7](=[O:14])[C:8]3[CH:13]=[CH:12][CH:11]=[CH:10][CH:9]=3)[CH2:16][C@H:17]2[CH3:26])=[O:25])[C:31]=1[CH3:37], predict the reactants needed to synthesize it. The reactants are: C(=O)([O-])[O-].[Cs+].[Cs+].[C:7]([N:15]1[CH2:20][CH2:19][N:18]([C:21](=[O:25])[CH:22](Br)[CH3:23])[C@H:17]([CH3:26])[CH2:16]1)(=[O:14])[C:8]1[CH:13]=[CH:12][CH:11]=[CH:10][CH:9]=1.[CH3:27][O:28][C:29](=[O:38])[C:30]1[CH:35]=[CH:34][CH:33]=[C:32]([OH:36])[C:31]=1[CH3:37]. (2) Given the product [CH2:17]([O:29][CH2:30][C:31]([CH2:36][O:37][CH2:38][CH2:39][CH2:40][CH2:41][CH2:42][CH2:43][CH2:44][CH2:45][CH2:46][CH2:47][CH2:48][CH3:49])([CH:34]=[CH:5][C:3]([N:2]([CH3:1])[CH3:14])=[O:4])[CH:32]=[CH:5][C:3]([N:2]([CH3:14])[CH3:1])=[O:4])[CH2:18][CH2:19][CH2:20][CH2:21][CH2:22][CH2:23][CH2:24][CH2:25][CH2:26][CH2:27][CH3:28], predict the reactants needed to synthesize it. The reactants are: [CH3:1][N:2]([CH3:14])[C:3]([CH2:5]P(=O)(OCC)OCC)=[O:4].[H-].[Na+].[CH2:17]([O:29][CH2:30][C:31]([CH2:36][O:37][CH2:38][CH2:39][CH2:40][CH2:41][CH2:42][CH2:43][CH2:44][CH2:45][CH2:46][CH2:47][CH2:48][CH3:49])([CH:34]=O)[CH:32]=O)[CH2:18][CH2:19][CH2:20][CH2:21][CH2:22][CH2:23][CH2:24][CH2:25][CH2:26][CH2:27][CH3:28]. (3) Given the product [Cl:16][C:6]1[N:7]=[C:8]([C:12]([F:15])([F:14])[F:13])[CH:9]=[C:10]2[CH:18]=[CH:3][NH:4][C:5]=12, predict the reactants needed to synthesize it. The reactants are: CO[C:3](=O)[NH:4][C:5]1[C:6]([Cl:16])=[N:7][C:8]([C:12]([F:15])([F:14])[F:13])=[CH:9][C:10]=1I.[CH:18]([Li])(CC)C.COC(=O)NC1C(Cl)=NC(C(F)(F)F)=CC=1.CN(C)CCN(C)C.II. (4) Given the product [NH2:28][C@H:15]([C:11]1[CH:12]=[CH:13][CH:14]=[C:9]([O:8][CH2:1][C:2]2[CH:7]=[CH:6][CH:5]=[CH:4][CH:3]=2)[CH:10]=1)[CH:16]([C:24]([O:26][CH3:27])=[O:25])[C:17]([O:19][C:20]([CH3:23])([CH3:22])[CH3:21])=[O:18], predict the reactants needed to synthesize it. The reactants are: [CH2:1]([O:8][C:9]1[CH:10]=[C:11]([C@@H:15]([NH:28]C(OC(C)(C)C)=O)[CH:16]([C:24]([O:26][CH3:27])=[O:25])[C:17]([O:19][C:20]([CH3:23])([CH3:22])[CH3:21])=[O:18])[CH:12]=[CH:13][CH:14]=1)[C:2]1[CH:7]=[CH:6][CH:5]=[CH:4][CH:3]=1.C(=O)([O-])O.[Na+]. (5) Given the product [ClH:26].[OH:20][C@H:13]1[C@@H:12]([OH:22])[C@H:11]([OH:25])[C@@H:10]([CH2:9][OH:8])[NH:15][C@@H:14]1[C:16]([NH:18][CH3:19])=[O:17], predict the reactants needed to synthesize it. The reactants are: [Si]([O:8][CH2:9][C@H:10]1[NH:15][C@H:14]([C:16]([NH:18][CH3:19])=[O:17])[C@H:13]2[O:20]C(C)(C)[O:22][C@H:12]2[C@@H:11]1[OH:25])(C(C)(C)C)(C)C.[ClH:26]. (6) The reactants are: [OH:1][C:2]1[CH:19]=[CH:18][C:5]2[CH:6]=[C:7]([C:10]3[CH:15]=[CH:14][C:13]([O:16]C)=[CH:12][CH:11]=3)[CH2:8][O:9][C:4]=2[CH:3]=1.B(Cl)(Cl)Cl. Given the product [CH:11]1[C:10]([C@H:7]2[CH2:8][O:9][C:4]3[CH:3]=[C:2]([OH:1])[CH:19]=[CH:18][C:5]=3[CH2:6]2)=[CH:15][CH:14]=[C:13]([OH:16])[CH:12]=1, predict the reactants needed to synthesize it. (7) Given the product [C:26]([C:30]1[CH:35]=[CH:34][C:33]([S:36]([N:22]([S:36]([C:33]2[CH:34]=[CH:35][C:30]([C:26]([CH3:29])([CH3:28])[CH3:27])=[CH:31][CH:32]=2)(=[O:37])=[O:40])[C:13]2[N:12]([CH3:23])[N:11]=[C:10]([O:9][CH2:8][CH2:7][O:6][C:5]3[CH:4]=[CH:3][C:2]([F:1])=[CH:25][CH:24]=3)[C:14]=2[C:15]2[CH:20]=[CH:19][C:18]([CH3:21])=[CH:17][CH:16]=2)(=[O:38])=[O:37])=[CH:32][CH:31]=1)([CH3:29])([CH3:28])[CH3:27], predict the reactants needed to synthesize it. The reactants are: [F:1][C:2]1[CH:25]=[CH:24][C:5]([O:6][CH2:7][CH2:8][O:9][C:10]2[C:14]([C:15]3[CH:20]=[CH:19][C:18]([CH3:21])=[CH:17][CH:16]=3)=[C:13]([NH2:22])[N:12]([CH3:23])[N:11]=2)=[CH:4][CH:3]=1.[C:26]([C:30]1[CH:35]=[CH:34][C:33]([S:36](Cl)(=[O:38])=[O:37])=[CH:32][CH:31]=1)([CH3:29])([CH3:28])[CH3:27].[OH-:40].[K+]. (8) The reactants are: [N:1]1([C:5]2[CH:6]=[CH:7][C:8]([N+:11]([O-])=O)=[N:9][CH:10]=2)[CH2:4][CH2:3][CH2:2]1. Given the product [N:1]1([C:5]2[CH:6]=[CH:7][C:8]([NH2:11])=[N:9][CH:10]=2)[CH2:4][CH2:3][CH2:2]1, predict the reactants needed to synthesize it. (9) Given the product [CH3:1][C:2]1[C:3]([N:9]2[CH2:10][CH2:11][N:12]([C:15]([C:17]3[CH:22]=[CH:21][C:20]([N:23]4[CH:27]([CH3:28])[C:26](=[O:29])[N:25]([CH3:32])[C:24]4=[O:30])=[CH:19][C:18]=3[F:31])=[O:16])[CH2:13][CH2:14]2)=[N:4][CH:5]=[C:6]([CH3:8])[CH:7]=1, predict the reactants needed to synthesize it. The reactants are: [CH3:1][C:2]1[C:3]([N:9]2[CH2:14][CH2:13][N:12]([C:15]([C:17]3[CH:22]=[CH:21][C:20]([N:23]4[CH:27]([CH3:28])[C:26](=[O:29])[NH:25][C:24]4=[O:30])=[CH:19][C:18]=3[F:31])=[O:16])[CH2:11][CH2:10]2)=[N:4][CH:5]=[C:6]([CH3:8])[CH:7]=1.[CH3:32]I. (10) Given the product [F:30][C:24]1[CH:25]=[CH:26][CH:27]=[C:28]([F:29])[C:23]=1[NH:22][C:20](=[O:21])[C:19]1[CH:31]=[CH:32][CH:33]=[C:17]([C:9]2[N:10]=[C:11]3[CH:16]=[CH:15][CH:14]=[CH:13][N:12]3[C:8]=2[C:6]2[CH:5]=[CH:4][N:3]=[C:2]([NH:40][C:39]3[CH:41]=[C:35]([CH3:34])[C:36]([CH:44]4[CH2:49][CH2:48][N:47]([CH2:50][CH2:51][CH3:52])[CH2:46][CH2:45]4)=[CH:37][C:38]=3[O:42][CH3:43])[N:7]=2)[CH:18]=1, predict the reactants needed to synthesize it. The reactants are: Cl[C:2]1[N:7]=[C:6]([C:8]2[N:12]3[CH:13]=[CH:14][CH:15]=[CH:16][C:11]3=[N:10][C:9]=2[C:17]2[CH:18]=[C:19]([CH:31]=[CH:32][CH:33]=2)[C:20]([NH:22][C:23]2[C:28]([F:29])=[CH:27][CH:26]=[CH:25][C:24]=2[F:30])=[O:21])[CH:5]=[CH:4][N:3]=1.[CH3:34][C:35]1[C:36]([CH:44]2[CH2:49][CH2:48][N:47]([CH2:50][CH2:51][CH3:52])[CH2:46][CH2:45]2)=[CH:37][C:38]([O:42][CH3:43])=[C:39]([CH:41]=1)[NH2:40].C1(C)C=CC(S(O)(=O)=O)=CC=1.C[O-].[Na+].